This data is from Catalyst prediction with 721,799 reactions and 888 catalyst types from USPTO. The task is: Predict which catalyst facilitates the given reaction. (1) Reactant: [CH2:1]([C@@H:3]1[CH2:8][CH2:7][C@H:6]([O:9][C:10]2[C:11]([C:22]([F:25])([F:24])[F:23])=[C:12]3[C:17](=[CH:18][CH:19]=2)[CH:16]=[C:15]([CH:20]=[O:21])[CH:14]=[CH:13]3)[CH2:5][CH2:4]1)[CH3:2].O1CCC[CH2:27]1.CC(C)=O.C(=O)=O.CBr. Product: [CH2:1]([C@@H:3]1[CH2:4][CH2:5][C@H:6]([O:9][C:10]2[C:11]([C:22]([F:23])([F:24])[F:25])=[C:12]3[C:17](=[CH:18][CH:19]=2)[CH:16]=[C:15]([CH:20]([OH:21])[CH3:27])[CH:14]=[CH:13]3)[CH2:7][CH2:8]1)[CH3:2]. The catalyst class is: 247. (2) Reactant: O.C(O)(=O)C=O.C(N)CC.Cl.Cl.[CH2:13]([NH:16][CH2:17][C:18]([OH:20])=[O:19])[CH2:14][CH3:15].[C:21](O[C:21]([O:23][C:24]([CH3:27])([CH3:26])[CH3:25])=[O:22])([O:23][C:24]([CH3:27])([CH3:26])[CH3:25])=[O:22].CCN(CC)CC. Product: [C:24]([O:23][C:21]([N:16]([CH2:13][CH2:14][CH3:15])[CH2:17][C:18]([OH:20])=[O:19])=[O:22])([CH3:27])([CH3:26])[CH3:25]. The catalyst class is: 34. (3) Reactant: C([O:3][C:4](=[O:40])[C:5]([CH3:39])([O:7][C:8]1[CH:13]=[CH:12][C:11]([O:14][CH2:15][CH2:16][C:17]2[N:18]=[C:19]([C:23]3[CH:28]=[CH:27][CH:26]=[C:25]([C:29]4[C:38]5[C:33](=[CH:34][CH:35]=[CH:36][CH:37]=5)[CH:32]=[CH:31][CH:30]=4)[CH:24]=3)[O:20][C:21]=2[CH3:22])=[CH:10][CH:9]=1)[CH3:6])C.[OH-].[Na+].Cl.C(OCC)(=O)C. Product: [CH3:39][C:5]([O:7][C:8]1[CH:9]=[CH:10][C:11]([O:14][CH2:15][CH2:16][C:17]2[N:18]=[C:19]([C:23]3[CH:28]=[CH:27][CH:26]=[C:25]([C:29]4[C:38]5[C:33](=[CH:34][CH:35]=[CH:36][CH:37]=5)[CH:32]=[CH:31][CH:30]=4)[CH:24]=3)[O:20][C:21]=2[CH3:22])=[CH:12][CH:13]=1)([CH3:6])[C:4]([OH:40])=[O:3]. The catalyst class is: 8. (4) Reactant: [Cl:1][C:2]1[CH:3]=[C:4](Br)[C:5]2[N:6]([CH:8]=[CH:9][N:10]=2)[CH:7]=1.[O:12]1[CH2:15][CH:14]([N:16]2[CH2:21][CH2:20][N:19]([C:22]3[CH:23]=[CH:24][C:25]([NH2:28])=[N:26][CH:27]=3)[CH2:18][CH2:17]2)[CH2:13]1.CC1(C)C2C(=C(P(C3C=CC=CC=3)C3C=CC=CC=3)C=CC=2)OC2C(P(C3C=CC=CC=3)C3C=CC=CC=3)=CC=CC1=2.C([O-])([O-])=O.[Cs+].[Cs+]. Product: [Cl:1][C:2]1[CH:3]=[C:4]([NH:28][C:25]2[CH:24]=[CH:23][C:22]([N:19]3[CH2:20][CH2:21][N:16]([CH:14]4[CH2:13][O:12][CH2:15]4)[CH2:17][CH2:18]3)=[CH:27][N:26]=2)[C:5]2[N:6]([CH:8]=[CH:9][N:10]=2)[CH:7]=1. The catalyst class is: 102. (5) Reactant: [C:1]([O:5][C:6]([N:8]([CH2:17][CH2:18][CH:19]=[CH2:20])[NH:9][C:10]([O:12][C:13]([CH3:16])([CH3:15])[CH3:14])=[O:11])=[O:7])([CH3:4])([CH3:3])[CH3:2].[CH3:21][CH2:22][C:23]([O-])(C)C.[Na+].C(Br)C=C.O. Product: [C:1]([O:5][C:6]([N:8]([CH2:17][CH2:18][CH:19]=[CH2:20])[N:9]([CH2:23][CH:22]=[CH2:21])[C:10]([O:12][C:13]([CH3:16])([CH3:15])[CH3:14])=[O:11])=[O:7])([CH3:4])([CH3:3])[CH3:2]. The catalyst class is: 3. (6) Product: [C:1]([C:3]1[C:4]([CH3:14])=[CH:5][C:6]([C:9]([OH:11])=[O:10])=[N:7][CH:8]=1)#[N:2]. Reactant: [C:1]([C:3]1[C:4]([CH3:14])=[CH:5][C:6]([C:9]([O:11]CC)=[O:10])=[N:7][CH:8]=1)#[N:2].[Li+].[OH-]. The catalyst class is: 387. (7) Reactant: [O:1]=[C:2]1[CH2:7][N:6]([C:8]([O:10][C:11]([CH3:14])([CH3:13])[CH3:12])=[O:9])[C@H:5]([C:15]([O:17][CH3:18])=[O:16])[CH2:4][CH2:3]1.[BH4-].[Na+]. Product: [OH:1][C@@H:2]1[CH2:7][N:6]([C:8]([O:10][C:11]([CH3:12])([CH3:13])[CH3:14])=[O:9])[C@H:5]([C:15]([O:17][CH3:18])=[O:16])[CH2:4][CH2:3]1. The catalyst class is: 5.